From a dataset of Forward reaction prediction with 1.9M reactions from USPTO patents (1976-2016). Predict the product of the given reaction. (1) Given the reactants [F:1][C:2]1[CH:7]=[C:6]([CH:8]2[C:13]3=[N:14][S:15](=[O:19])(=[O:18])[CH2:16][CH2:17][N:12]3[CH2:11][CH2:10][NH:9]2)[CH:5]=[CH:4][C:3]=1[C:20]1[CH:25]=[CH:24][CH:23]=[CH:22][CH:21]=1.[C:26](O[C:26]([O:28][C:29]([CH3:32])([CH3:31])[CH3:30])=[O:27])([O:28][C:29]([CH3:32])([CH3:31])[CH3:30])=[O:27], predict the reaction product. The product is: [F:1][C:2]1[CH:7]=[C:6]([CH:8]2[C:13]3=[N:14][S:15](=[O:19])(=[O:18])[CH2:16][CH2:17][N:12]3[CH2:11][CH2:10][N:9]2[C:26]([O:28][C:29]([CH3:32])([CH3:31])[CH3:30])=[O:27])[CH:5]=[CH:4][C:3]=1[C:20]1[CH:25]=[CH:24][CH:23]=[CH:22][CH:21]=1. (2) Given the reactants [O:1]=[C:2]1[CH2:7][CH2:6][C@H:5]2[C@H:8]3[C@H:17]([CH2:18][CH2:19][C@:3]12[CH3:4])[C:16]1[CH:15]=[CH:14][C:13]([C:20]#[N:21])=[CH:12][C:11]=1[CH2:10][CH2:9]3.C(C1C=CC=C(C(C)(C)C)N=1)(C)(C)C.[F:36][C:37]([F:50])([F:49])[S:38](O[S:38]([C:37]([F:50])([F:49])[F:36])(=[O:40])=[O:39])(=[O:40])=[O:39].C(=O)([O-])O.[Na+], predict the reaction product. The product is: [F:36][C:37]([F:50])([F:49])[S:38]([O:1][C:2]1[C@:3]2([CH2:19][CH2:18][C@H:17]3[C@@H:8]([CH2:9][CH2:10][C:11]4[CH:12]=[C:13]([C:20]#[N:21])[CH:14]=[CH:15][C:16]=43)[C@@H:5]2[CH2:6][CH:7]=1)[CH3:4])(=[O:40])=[O:39]. (3) Given the reactants [C:1](#[N:4])[CH:2]=[CH2:3].[N+](=[CH:7][C:8]([O:10][CH2:11][CH3:12])=[O:9])=[N-], predict the reaction product. The product is: [C:1]([C@@H:2]1[CH2:3][C@H:7]1[C:8]([O:10][CH2:11][CH3:12])=[O:9])#[N:4]. (4) The product is: [OH:40][CH2:39][CH2:38][NH:37][C:26](=[O:27])[C:25]1[CH:31]=[CH:32][CH:33]=[C:23]([C:22]2[C:16]3[S:15][C:14]([CH2:13][C:10]4[CH:11]=[N:12][C:7]([O:6][CH2:5][C:4]([F:34])([F:35])[F:3])=[CH:8][CH:9]=4)=[CH:18][C:17]=3[CH:19]=[CH:20][CH:21]=2)[CH:24]=1. Given the reactants [OH-].[Na+].[F:3][C:4]([F:35])([F:34])[CH2:5][O:6][C:7]1[N:12]=[CH:11][C:10]([CH2:13][C:14]2[S:15][C:16]3[C:22]([C:23]4[CH:24]=[C:25]([CH:31]=[CH:32][CH:33]=4)[C:26](OCC)=[O:27])=[CH:21][CH:20]=[CH:19][C:17]=3[CH:18]=2)=[CH:9][CH:8]=1.Cl.[NH2:37][CH2:38][CH2:39][OH:40].CCN=C=NCCCN(C)C.C1C=CC2N(O)N=NC=2C=1, predict the reaction product. (5) Given the reactants [C:1]([C:3]1[C:4]([O:14][CH2:15][CH2:16][CH2:17][C:18]2[C:19]([CH2:33][CH2:34][CH3:35])=[N:20][N:21]([C:23]3[CH:28]=[CH:27][C:26]([C:29]([F:32])([F:31])[F:30])=[CH:25][N:24]=3)[CH:22]=2)=[C:5]([CH2:9][C:10]([O:12]C)=[O:11])[CH:6]=[CH:7][CH:8]=1)#[N:2].[OH-].[Na+].O1CCCC1.Cl, predict the reaction product. The product is: [C:1]([C:3]1[C:4]([O:14][CH2:15][CH2:16][CH2:17][C:18]2[C:19]([CH2:33][CH2:34][CH3:35])=[N:20][N:21]([C:23]3[CH:28]=[CH:27][C:26]([C:29]([F:30])([F:31])[F:32])=[CH:25][N:24]=3)[CH:22]=2)=[C:5]([CH2:9][C:10]([OH:12])=[O:11])[CH:6]=[CH:7][CH:8]=1)#[N:2]. (6) Given the reactants [Cl:1][C:2]1[CH:3]=[CH:4][C:5]2[NH:11][C:10](=[O:12])[N:9]([CH:13]3[CH2:18][CH2:17][NH:16][CH2:15][CH2:14]3)[CH2:8][CH2:7][C:6]=2[CH:19]=1.Cl[C:21]1[N:26]=[CH:25][N:24]=[C:23]([C:27]([N:29]2[C:37]3[C:32](=[CH:33][CH:34]=[CH:35][CH:36]=3)[CH2:31][CH2:30]2)=[O:28])[CH:22]=1.CCN(C(C)C)C(C)C, predict the reaction product. The product is: [Cl:1][C:2]1[CH:3]=[CH:4][C:5]2[NH:11][C:10](=[O:12])[N:9]([CH:13]3[CH2:14][CH2:15][N:16]([C:21]4[CH:22]=[C:23]([C:27]([N:29]5[C:37]6[C:32](=[CH:33][CH:34]=[CH:35][CH:36]=6)[CH2:31][CH2:30]5)=[O:28])[N:24]=[CH:25][N:26]=4)[CH2:17][CH2:18]3)[CH2:8][CH2:7][C:6]=2[CH:19]=1. (7) Given the reactants [Cl:1][C:2]1[C:3]([O:13][CH2:14][C:15]23[CH2:24][CH:19]4[CH2:20][CH:21]([CH2:23][C:17]([CH2:25][OH:26])([CH2:18]4)[CH2:16]2)[CH2:22]3)=[CH:4][C:5]([F:12])=[C:6]([CH:11]=1)[C:7]([O:9][CH3:10])=[O:8].[C:27]([Si:31](Cl)([CH3:33])[CH3:32])([CH3:30])([CH3:29])[CH3:28].N1C=CN=C1, predict the reaction product. The product is: [Si:31]([O:26][CH2:25][C:17]12[CH2:23][CH:21]3[CH2:20][CH:19]([CH2:24][C:15]([CH2:14][O:13][C:3]4[C:2]([Cl:1])=[CH:11][C:6]([C:7]([O:9][CH3:10])=[O:8])=[C:5]([F:12])[CH:4]=4)([CH2:22]3)[CH2:16]1)[CH2:18]2)([C:27]([CH3:30])([CH3:29])[CH3:28])([CH3:33])[CH3:32]. (8) Given the reactants [Si]([O:8][C@H:9]([C:36]1[CH:41]=[CH:40][C:39]([OH:42])=[C:38]([CH2:43][OH:44])[CH:37]=1)[CH2:10][NH:11][C@H:12]([CH3:35])[CH2:13][C:14]1[CH:15]=[C:16]([CH2:20][C:21]([NH:23][CH2:24][C:25]2[C:30]([O:31][CH3:32])=[CH:29][CH:28]=[CH:27][C:26]=2[O:33][CH3:34])=[O:22])[CH:17]=[CH:18][CH:19]=1)(C(C)(C)C)(C)C.C(O)(=O)C.[F-].[NH4+], predict the reaction product. The product is: [NH3:11].[CH3:34][O:33][C:26]1[CH:27]=[CH:28][CH:29]=[C:30]([O:31][CH3:32])[C:25]=1[CH2:24][NH:23][C:21](=[O:22])[CH2:20][C:16]1[CH:17]=[CH:18][CH:19]=[C:14]([CH2:13][C@H:12]([NH:11][CH2:10][C@H:9]([OH:8])[C:36]2[CH:41]=[CH:40][C:39]([OH:42])=[C:38]([CH2:43][OH:44])[CH:37]=2)[CH3:35])[CH:15]=1. (9) Given the reactants ClC1C=CC2N3C=CC=C3[C@@H](CCN3C=C(CO)N=N3)O[C@H](C3C=CC=C(OC)C=3OC)C=2C=1.[H-].[Al+3].[Li+].[H-].[H-].[H-].[Cl:41][C:42]1[CH:43]=[CH:44][C:45]2[N:51]3[CH:52]=[CH:53][CH:54]=[C:50]3[C@@H:49]([CH2:55][CH2:56][N:57]3[C:61]([C:62](OCC)=[O:63])=[CH:60][N:59]=[N:58]3)[O:48][C@H:47]([C:67]3[CH:72]=[CH:71][CH:70]=[C:69]([O:73][CH3:74])[C:68]=3[O:75][CH3:76])[C:46]=2[CH:77]=1, predict the reaction product. The product is: [Cl:41][C:42]1[CH:43]=[CH:44][C:45]2[N:51]3[CH:52]=[CH:53][CH:54]=[C:50]3[C@@H:49]([CH2:55][CH2:56][N:57]3[C:61]([CH2:62][OH:63])=[CH:60][N:59]=[N:58]3)[O:48][C@H:47]([C:67]3[CH:72]=[CH:71][CH:70]=[C:69]([O:73][CH3:74])[C:68]=3[O:75][CH3:76])[C:46]=2[CH:77]=1. (10) The product is: [F:1][C:2]1([F:8])[CH2:4][CH:3]1[C:5]([N:42]1[CH2:47][CH2:46][CH:45]([N:48]2[CH:71]=[C:70]3[C:50]([C:51](=[O:75])[NH:52][CH2:53][CH2:54][CH2:55][CH2:56][CH2:57][CH2:58][N:59]4[CH:74]=[C:62]([C:63]5[N:73]=[C:67]([C:68](=[O:72])[NH:69]3)[CH:66]=[CH:65][CH:64]=5)[CH:61]=[N:60]4)=[N:49]2)[CH2:44][CH2:43]1)=[O:6]. Given the reactants [F:1][C:2]1([F:8])[CH2:4][CH:3]1[C:5](O)=[O:6].CN(C(ON1N=NC2C=CC=NC1=2)=[N+](C)C)C.F[P-](F)(F)(F)(F)F.C(N(C(C)C)C(C)C)C.[NH:42]1[CH2:47][CH2:46][CH:45]([N:48]2[CH:71]=[C:70]3[C:50]([C:51](=[O:75])[NH:52][CH2:53][CH2:54][CH2:55][CH2:56][CH2:57][CH2:58][N:59]4[CH:74]=[C:62]([C:63]5[N:73]=[C:67]([C:68](=[O:72])[NH:69]3)[CH:66]=[CH:65][CH:64]=5)[CH:61]=[N:60]4)=[N:49]2)[CH2:44][CH2:43]1, predict the reaction product.